From a dataset of Forward reaction prediction with 1.9M reactions from USPTO patents (1976-2016). Predict the product of the given reaction. Given the reactants [OH-].[Li+].[F:3][C:4]1[CH:5]=[N:6][C:7]([NH:15][CH2:16][CH2:17][O:18][C:19]2[CH:24]=[CH:23][C:22]([F:25])=[CH:21][CH:20]=2)=[C:8]([CH:14]=1)[C:9]([O:11]CC)=[O:10], predict the reaction product. The product is: [F:3][C:4]1[CH:5]=[N:6][C:7]([NH:15][CH2:16][CH2:17][O:18][C:19]2[CH:20]=[CH:21][C:22]([F:25])=[CH:23][CH:24]=2)=[C:8]([CH:14]=1)[C:9]([OH:11])=[O:10].